This data is from Peptide-MHC class II binding affinity with 134,281 pairs from IEDB. The task is: Regression. Given a peptide amino acid sequence and an MHC pseudo amino acid sequence, predict their binding affinity value. This is MHC class II binding data. (1) The binding affinity (normalized) is 0.302. The MHC is HLA-DQA10501-DQB10201 with pseudo-sequence HLA-DQA10501-DQB10201. The peptide sequence is QSAPSQSDQEQLFSNVQYFA. (2) The binding affinity (normalized) is 0.550. The peptide sequence is INEPTAAAIMYGLDR. The MHC is HLA-DQA10401-DQB10402 with pseudo-sequence HLA-DQA10401-DQB10402. (3) The peptide sequence is ATFEAMYLGTCKTLT. The MHC is HLA-DQA10201-DQB10202 with pseudo-sequence HLA-DQA10201-DQB10202. The binding affinity (normalized) is 0.179. (4) The peptide sequence is GGRLAFQEFMIVPCE. The MHC is HLA-DPA10103-DPB10401 with pseudo-sequence HLA-DPA10103-DPB10401. The binding affinity (normalized) is 0.637. (5) The peptide sequence is LLNRNNSFKPFAEYK. The MHC is HLA-DPA10201-DPB11401 with pseudo-sequence HLA-DPA10201-DPB11401. The binding affinity (normalized) is 0.0490.